Dataset: Peptide-MHC class II binding affinity with 134,281 pairs from IEDB. Task: Regression. Given a peptide amino acid sequence and an MHC pseudo amino acid sequence, predict their binding affinity value. This is MHC class II binding data. (1) The peptide sequence is YPEDPVKLASIVKAS. The MHC is HLA-DQA10501-DQB10302 with pseudo-sequence HLA-DQA10501-DQB10302. The binding affinity (normalized) is 0.348. (2) The peptide sequence is SHHYIRVGNETGLEL. The MHC is DRB1_0101 with pseudo-sequence DRB1_0101. The binding affinity (normalized) is 0.759.